Dataset: Catalyst prediction with 721,799 reactions and 888 catalyst types from USPTO. Task: Predict which catalyst facilitates the given reaction. (1) Reactant: [CH3:1][C:2]1[CH:7]=[CH:6][CH:5]=[CH:4][C:3]=1[SH:8].C(=O)([O-])[O-].[K+].[K+].FC(F)(F)S(O[CH2:21][C:22]([F:25])([F:24])[F:23])(=O)=O. Product: [CH3:1][C:2]1[CH:7]=[CH:6][CH:5]=[CH:4][C:3]=1[S:8][CH2:21][C:22]([F:25])([F:24])[F:23]. The catalyst class is: 163. (2) Reactant: C(=O)([O-])[O-].[Cs+].[Cs+].[C:7]1([C:13]2[CH:18]=[CH:17][C:16]([OH:19])=[CH:15][CH:14]=2)[CH:12]=[CH:11][CH:10]=[CH:9][CH:8]=1.[Br:20][C:21]1[CH:22]=[N:23][CH:24]=[C:25](Br)[C:26]=1[CH:27]=[O:28]. Product: [C:13]1([C:7]2[CH:8]=[CH:9][CH:10]=[CH:11][CH:12]=2)[CH:14]=[CH:15][C:16]([O:19][C:25]2[CH:24]=[N:23][CH:22]=[C:21]([Br:20])[C:26]=2[CH:27]=[O:28])=[CH:17][CH:18]=1. The catalyst class is: 1. (3) Reactant: [OH-].[Na+].BrBr.[OH:5][CH:6]1[C@H:11]([CH3:12])[CH2:10][CH2:9][C@@H:8]([C:13](=[O:15])C)[CH2:7]1.[O:16](Br)[Na].S([O-])([O-])=O.[Na+].[Na+].Cl. Product: [OH:5][CH:6]1[C@H:11]([CH3:12])[CH2:10][CH2:9][C@@H:8]([C:13]([OH:15])=[O:16])[CH2:7]1. The catalyst class is: 127. (4) Reactant: [CH3:1][C:2]1[CH:3]=[C:4]([N+:11]([O-])=O)[C:5]2[O:9][CH2:8][CH2:7][C:6]=2[CH:10]=1. Product: [CH3:1][C:2]1[CH:3]=[C:4]([NH2:11])[C:5]2[O:9][CH2:8][CH2:7][C:6]=2[CH:10]=1. The catalyst class is: 123. (5) Reactant: [C:1]([O:5][C:6]([N:8]1[CH2:13][CH2:12][N:11]([C:14]([C:16]2[N:20]3[N:21]=[CH:22][C:23]([C:25]([OH:27])=O)=[CH:24][C:19]3=[C:18]([C:28]3[CH:33]=[CH:32][CH:31]=[CH:30][CH:29]=3)[C:17]=2[CH2:34][C:35]2[CH:40]=[CH:39][CH:38]=[C:37]([F:41])[C:36]=2[CH3:42])=[O:15])[CH2:10][CH2:9]1)=[O:7])([CH3:4])([CH3:3])[CH3:2].Cl.[CH3:44][NH:45][O:46][CH3:47].CN(C(ON1N=NC2C=CC=CC1=2)=[N+](C)C)C.[B-](F)(F)(F)F. Product: [C:1]([O:5][C:6]([N:8]1[CH2:13][CH2:12][N:11]([C:14]([C:16]2[N:20]3[N:21]=[CH:22][C:23]([C:25](=[O:27])[N:45]([O:46][CH3:47])[CH3:44])=[CH:24][C:19]3=[C:18]([C:28]3[CH:33]=[CH:32][CH:31]=[CH:30][CH:29]=3)[C:17]=2[CH2:34][C:35]2[CH:40]=[CH:39][CH:38]=[C:37]([F:41])[C:36]=2[CH3:42])=[O:15])[CH2:10][CH2:9]1)=[O:7])([CH3:2])([CH3:3])[CH3:4]. The catalyst class is: 2. (6) Reactant: [OH:1][C@H:2]1[CH2:7][CH2:6][C@H:5]([C:8]([N:10]([O:12][CH3:13])[CH3:11])=[O:9])[CH2:4][CH2:3]1.[H-].[Na+].[CH3:16]I.O. Product: [CH3:13][O:12][N:10]([CH3:11])[C:8]([C@H:5]1[CH2:6][CH2:7][C@H:2]([O:1][CH3:16])[CH2:3][CH2:4]1)=[O:9]. The catalyst class is: 9. (7) Reactant: [CH2:1]([O:3][C:4](=[O:22])[CH:5]([C:20]#[N:21])[CH:6]([C:13]1[CH:18]=[CH:17][C:16]([F:19])=[CH:15][CH:14]=1)[CH2:7][C:8](OCC)=[O:9])[CH3:2]. Product: [CH2:1]([O:3][C:4]([CH:5]1[CH:6]([C:13]2[CH:18]=[CH:17][C:16]([F:19])=[CH:15][CH:14]=2)[CH2:7][C:8](=[O:9])[NH:21][CH2:20]1)=[O:22])[CH3:2]. The catalyst class is: 94. (8) Reactant: [CH:1]([CH:3]=[CH2:4])=[O:2].[F:5][C:6]1[CH:11]=[CH:10][C:9]([C:12]2[C:20]3[C:15](=[CH:16][CH:17]=[CH:18][CH:19]=3)[N:14]([CH:21]([CH3:23])[CH3:22])[CH:13]=2)=[CH:8][CH:7]=1.P(Cl)(Cl)(Cl)=O.O. Product: [F:5][C:6]1[CH:11]=[CH:10][C:9]([C:12]2[C:20]3[C:15](=[CH:16][CH:17]=[CH:18][CH:19]=3)[N:14]([CH:21]([CH3:23])[CH3:22])[C:13]=2[CH:4]=[CH:3][CH:1]=[O:2])=[CH:8][CH:7]=1. The catalyst class is: 10. (9) Reactant: [Cl:1][C:2]1[CH:10]=[C:9]2[C:5]([C:6]([C:15]3[N:16]=[C:17]4[C:23]([C:24]([NH:26][CH:27]([CH3:29])[CH3:28])=[O:25])=[CH:22][N:21](COCC[Si](C)(C)C)[C:18]4=[N:19][CH:20]=3)=[N:7][N:8]2[CH2:11][CH:12]2[CH2:14][CH2:13]2)=[CH:4][CH:3]=1.FC(F)(F)C(O)=O. Product: [Cl:1][C:2]1[CH:10]=[C:9]2[C:5]([C:6]([C:15]3[N:16]=[C:17]4[C:23]([C:24]([NH:26][CH:27]([CH3:29])[CH3:28])=[O:25])=[CH:22][NH:21][C:18]4=[N:19][CH:20]=3)=[N:7][N:8]2[CH2:11][CH:12]2[CH2:14][CH2:13]2)=[CH:4][CH:3]=1. The catalyst class is: 4. (10) Product: [Br:12][C:11]1[C:2]([C:13]#[N:14])=[CH:3][C:4]2[O:9][CH2:8][CH2:7][O:6][C:5]=2[CH:10]=1. The catalyst class is: 9. Reactant: Br[C:2]1[C:11]([Br:12])=[CH:10][C:5]2[O:6][CH2:7][CH2:8][O:9][C:4]=2[CH:3]=1.[C:13]([Cu])#[N:14].C([O-])([O-])=O.[K+].[K+].